This data is from Forward reaction prediction with 1.9M reactions from USPTO patents (1976-2016). The task is: Predict the product of the given reaction. (1) Given the reactants C(OC([N:8]1[CH2:13][CH2:12][N:11]([C:14]2[N:22]([CH2:23][C:24]#[C:25][CH3:26])[C:21]3[C:20](=[O:27])[NH:19][C:18](=[O:28])[N:17]([CH2:29][C:30]([O:32][CH3:33])=[O:31])[C:16]=3[N:15]=2)[CH2:10][CH2:9]1)=O)(C)(C)C.[F:34][C:35]([F:40])([F:39])[C:36]([OH:38])=[O:37], predict the reaction product. The product is: [F:34][C:35]([F:40])([F:39])[C:36]([OH:38])=[O:37].[CH3:33][O:32][C:30](=[O:31])[CH2:29][N:17]1[C:16]2[N:15]=[C:14]([N:11]3[CH2:12][CH2:13][NH:8][CH2:9][CH2:10]3)[N:22]([CH2:23][C:24]#[C:25][CH3:26])[C:21]=2[C:20](=[O:27])[NH:19][C:18]1=[O:28]. (2) Given the reactants [N:1]1[CH:6]=[CH:5][N:4]=[CH:3][C:2]=1[C:7]([OH:9])=O.C(Cl)(=O)C([Cl:13])=O, predict the reaction product. The product is: [N:1]1[CH:6]=[CH:5][N:4]=[CH:3][C:2]=1[C:7]([Cl:13])=[O:9]. (3) The product is: [O:20]=[C:17]1[N:10]([CH:11]2[CH2:16][CH2:15][O:14][CH2:13][CH2:12]2)[CH2:9][CH2:8][N:7]([C:6]([O:5][C:1]([CH3:4])([CH3:3])[CH3:2])=[O:21])[CH2:18]1. Given the reactants [C:1]([O:5][C:6](=[O:21])[NH:7][CH2:8][CH2:9][N:10]([C:17](=[O:20])[CH2:18]Cl)[CH:11]1[CH2:16][CH2:15][O:14][CH2:13][CH2:12]1)([CH3:4])([CH3:3])[CH3:2].[H-].[Na+].[Cl-].[NH4+], predict the reaction product. (4) Given the reactants [N+:1]([C:4]1[CH:5]=[C:6]([CH:16]=[CH:17][CH:18]=1)[C:7]([NH:9][CH:10]1[CH2:15][CH2:14][O:13][CH2:12][CH2:11]1)=[O:8])([O-])=O.C([O-])=O.[NH4+], predict the reaction product. The product is: [NH2:1][C:4]1[CH:5]=[C:6]([CH:16]=[CH:17][CH:18]=1)[C:7]([NH:9][CH:10]1[CH2:15][CH2:14][O:13][CH2:12][CH2:11]1)=[O:8]. (5) Given the reactants C([N:8]([CH2:16][C@H:17]1[CH2:26][CH2:25][C:24]2[C:19](=[CH:20][CH:21]=[C:22]([C:27]3[CH:36]=[CH:35][C:30]([C:31]([O:33][CH3:34])=[O:32])=[C:29](OS(C(F)(F)F)(=O)=O)[CH:28]=3)[CH:23]=2)[O:18]1)C(OC(C)(C)C)=O)C1C=CC=CC=1.[CH3:45][C:46]1[CH:51]=[CH:50][C:49](B(O)O)=[CH:48][CH:47]=1.C(=O)([O-])[O-].[Na+].[Na+].[C:61]1([CH3:67])[CH:66]=[CH:65][CH:64]=[CH:63][CH:62]=1, predict the reaction product. The product is: [CH2:45]([NH:8][CH2:16][C@H:17]1[CH2:26][CH2:25][C:24]2[C:19](=[CH:20][CH:21]=[C:22]([C:27]3[CH:28]=[C:29]([C:64]4[CH:65]=[CH:66][C:61]([CH3:67])=[CH:62][CH:63]=4)[C:30]([C:31]([O:33][CH3:34])=[O:32])=[CH:35][CH:36]=3)[CH:23]=2)[O:18]1)[C:46]1[CH:51]=[CH:50][CH:49]=[CH:48][CH:47]=1. (6) Given the reactants C(O[C:6]([N:8](C)[CH:9]1[CH2:13][CH2:12][N:11]([CH2:14][CH2:15][N:16]([CH3:46])[C@@H:17]2[CH2:24][N:23]3[C:25]4[CH:26]=[C:27]([C:38]([O:40][CH3:41])=[O:39])[CH:28]=[CH:29][C:30]=4[C:31]([CH:32]4[CH2:37][CH2:36][CH2:35][CH2:34][CH2:33]4)=[C:22]3[C:21]3[CH:42]=[CH:43][CH:44]=[CH:45][C:20]=3[O:19][CH2:18]2)[CH2:10]1)=O)(C)(C)C.C(O)(C(F)(F)F)=O, predict the reaction product. The product is: [CH:32]1([C:31]2[C:30]3[CH:29]=[CH:28][C:27]([C:38]([O:40][CH3:41])=[O:39])=[CH:26][C:25]=3[N:23]3[C:22]=2[C:21]2[CH:42]=[CH:43][CH:44]=[CH:45][C:20]=2[O:19][CH2:18][C@H:17]([N:16]([CH3:46])[CH2:15][CH2:14][N:11]2[CH2:12][CH2:13][CH:9]([NH:8][CH3:6])[CH2:10]2)[CH2:24]3)[CH2:37][CH2:36][CH2:35][CH2:34][CH2:33]1.